This data is from Experimentally validated miRNA-target interactions with 360,000+ pairs, plus equal number of negative samples. The task is: Binary Classification. Given a miRNA mature sequence and a target amino acid sequence, predict their likelihood of interaction. (1) The protein sequence of the target gene is MRPKEQVQSGAGDGTGSGDPAAGTPTTQPAVGPAPEPSAEPKPAPAQGTGSGQKSGSRTKTGSFCRSMIIGDSDAPWTRYVFQGPYGPRATGLGTGKAEGIWKTPAAYIGRRPGVSGPERAAFIRELQEALCPNPPPTKKITEDDVKVMLYLLEEKERDLNTAARIGQSLVKQNSVLMEENNKLETMLGSAREEILHLRKQVNLRDDLLQLYSDSDDDDDEEDEEDEEEGEEEEREGQRDQDQQHDHPYGAPKPHPKAETAHRCPQLETLQQKLRLLEEENDHLREEASHLDNLEDEEQM.... The miRNA is hsa-let-7f-1-3p with sequence CUAUACAAUCUAUUGCCUUCCC. Result: 0 (no interaction). (2) The miRNA is hsa-miR-4304 with sequence CCGGCAUGUCCAGGGCA. The protein sequence of the target gene is MACSIVQFCSFQDLQSARDFLFPHLREETPGALKRDPSKTSSWEDDSWGAWEETEPREPEEEGNTSKTQKNSWLQECVLSLSPTSDLMVIAREQKAAFLVRKWKHGDKGKEEMQFAVGWSGSVSAEEGEYVTSALCIPLASQKRSSTGRPDWTCIVVGFTSGYVRFYTEGVLLLAQLLNEDKVLQLKCRTYEIPRHPGVTEQNEELSILYPAAIVTIDGFSLFQSLRACRNQVAKAAASGNENIQPPPLAYKKWGLQDIDTIIDHASVGIMTLSPFDQMKTASNIGGFNAAIKNSPPAMS.... Result: 0 (no interaction). (3) The miRNA is hsa-miR-4779 with sequence UAGGAGGGAAUAGUAAAAGCAG. The protein sequence of the target gene is MDSRVSSPEKQDKENFVGVNNKRLGVCGWILFSLSFLLVIITFPISIWMCLKIIKEYERAVVFRLGRIQADKAKGPGLILVLPCIDVFVKVDLRTVTCNIPPQEILTRDSVTTQVDGVVYYRIYSAVSAVANVNDVHQATFLLAQTTLRNVLGTQTLSQILAGREEIAHSIQTLLDDATELWGIRVARVEIKDVRIPVQLQRSMAAEAEATREARAKVLAAEGEMNASKSLKSASMVLAESPIALQLRYLQTLSTVATEKNSTIVFPLPMNILEGIGGVSYDNHKKLPNKA. Result: 0 (no interaction).